From a dataset of Catalyst prediction with 721,799 reactions and 888 catalyst types from USPTO. Predict which catalyst facilitates the given reaction. (1) Reactant: [C:1]([C@@H:4]1[CH2:8][CH2:7][C@H:6]([NH:9][C:10](=[O:16])[O:11][C:12]([CH3:15])([CH3:14])[CH3:13])[CH2:5]1)(=[O:3])[NH2:2].Cl[C:18]1[CH:23]=[C:22]([C:24]2[CH:29]=[CH:28][C:27]([F:30])=[CH:26][C:25]=2[O:31][CH3:32])[CH:21]=[CH:20][N:19]=1.C([O-])([O-])=O.[Cs+].[Cs+].CC1(C)C2C(=C(P(C3C=CC=CC=3)C3C=CC=CC=3)C=CC=2)OC2C(P(C3C=CC=CC=3)C3C=CC=CC=3)=CC=CC1=2. Product: [F:30][C:27]1[CH:28]=[CH:29][C:24]([C:22]2[CH:23]=[CH:18][N:19]=[C:20]([NH:2][C:1]([C@@H:4]3[CH2:8][CH2:7][C@H:6]([NH:9][C:10](=[O:16])[O:11][C:12]([CH3:13])([CH3:15])[CH3:14])[CH2:5]3)=[O:3])[CH:21]=2)=[C:25]([O:31][CH3:32])[CH:26]=1. The catalyst class is: 203. (2) The catalyst class is: 88. Product: [Cl:12][C:8]1[C:9]([F:11])=[CH:10][C:5]([CH3:4])=[C:6]([F:13])[CH:7]=1. Reactant: C(O[C:4](=O)[C:5]1[CH:10]=[C:9]([F:11])[C:8]([Cl:12])=[CH:7][C:6]=1[F:13])C.[BH4-].[Na+].